From a dataset of Full USPTO retrosynthesis dataset with 1.9M reactions from patents (1976-2016). Predict the reactants needed to synthesize the given product. The reactants are: Cl[C:2]1[N:3]=[CH:4][C:5]([C:13]([N:15]2[CH2:20][CH2:19][O:18][CH2:17][CH2:16]2)=[O:14])=[C:6]2[C:10]([CH3:11])=[CH:9][N:8]([CH3:12])[C:7]=12.[Br:21][C:22]1[CH:23]=[C:24]([CH:26]=[CH:27][CH:28]=1)[NH2:25]. Given the product [Br:21][C:22]1[CH:23]=[C:24]([NH:25][C:2]2[N:3]=[CH:4][C:5]([C:13]([N:15]3[CH2:20][CH2:19][O:18][CH2:17][CH2:16]3)=[O:14])=[C:6]3[C:10]([CH3:11])=[CH:9][N:8]([CH3:12])[C:7]=23)[CH:26]=[CH:27][CH:28]=1, predict the reactants needed to synthesize it.